Dataset: NCI-60 drug combinations with 297,098 pairs across 59 cell lines. Task: Regression. Given two drug SMILES strings and cell line genomic features, predict the synergy score measuring deviation from expected non-interaction effect. (1) Drug 1: C1=CC(=C2C(=C1NCCNCCO)C(=O)C3=C(C=CC(=C3C2=O)O)O)NCCNCCO. Drug 2: COC1=CC(=CC(=C1O)OC)C2C3C(COC3=O)C(C4=CC5=C(C=C24)OCO5)OC6C(C(C7C(O6)COC(O7)C8=CC=CS8)O)O. Cell line: MOLT-4. Synergy scores: CSS=92.5, Synergy_ZIP=-0.137, Synergy_Bliss=-0.373, Synergy_Loewe=-1.39, Synergy_HSA=2.78. (2) Drug 1: CC1=C2C(C(=O)C3(C(CC4C(C3C(C(C2(C)C)(CC1OC(=O)C(C(C5=CC=CC=C5)NC(=O)OC(C)(C)C)O)O)OC(=O)C6=CC=CC=C6)(CO4)OC(=O)C)OC)C)OC. Drug 2: CCN(CC)CCNC(=O)C1=C(NC(=C1C)C=C2C3=C(C=CC(=C3)F)NC2=O)C. Cell line: RXF 393. Synergy scores: CSS=22.7, Synergy_ZIP=-6.88, Synergy_Bliss=-12.1, Synergy_Loewe=-35.4, Synergy_HSA=-12.8. (3) Drug 1: CC1C(C(=O)NC(C(=O)N2CCCC2C(=O)N(CC(=O)N(C(C(=O)O1)C(C)C)C)C)C(C)C)NC(=O)C3=C4C(=C(C=C3)C)OC5=C(C(=O)C(=C(C5=N4)C(=O)NC6C(OC(=O)C(N(C(=O)CN(C(=O)C7CCCN7C(=O)C(NC6=O)C(C)C)C)C)C(C)C)C)N)C. Drug 2: CNC(=O)C1=NC=CC(=C1)OC2=CC=C(C=C2)NC(=O)NC3=CC(=C(C=C3)Cl)C(F)(F)F. Cell line: IGROV1. Synergy scores: CSS=-0.933, Synergy_ZIP=-7.35, Synergy_Bliss=-12.3, Synergy_Loewe=-43.3, Synergy_HSA=-13.6. (4) Drug 1: CC1=C2C(C(=O)C3(C(CC4C(C3C(C(C2(C)C)(CC1OC(=O)C(C(C5=CC=CC=C5)NC(=O)OC(C)(C)C)O)O)OC(=O)C6=CC=CC=C6)(CO4)OC(=O)C)OC)C)OC. Drug 2: C1=CN(C=N1)CC(O)(P(=O)(O)O)P(=O)(O)O. Cell line: K-562. Synergy scores: CSS=34.4, Synergy_ZIP=-5.62, Synergy_Bliss=-10.9, Synergy_Loewe=-29.9, Synergy_HSA=-10.7. (5) Drug 1: CC1=C(N=C(N=C1N)C(CC(=O)N)NCC(C(=O)N)N)C(=O)NC(C(C2=CN=CN2)OC3C(C(C(C(O3)CO)O)O)OC4C(C(C(C(O4)CO)O)OC(=O)N)O)C(=O)NC(C)C(C(C)C(=O)NC(C(C)O)C(=O)NCCC5=NC(=CS5)C6=NC(=CS6)C(=O)NCCC[S+](C)C)O. Drug 2: CNC(=O)C1=NC=CC(=C1)OC2=CC=C(C=C2)NC(=O)NC3=CC(=C(C=C3)Cl)C(F)(F)F. Cell line: RPMI-8226. Synergy scores: CSS=2.11, Synergy_ZIP=0.250, Synergy_Bliss=-0.381, Synergy_Loewe=-70.1, Synergy_HSA=-3.94. (6) Drug 2: CC12CCC3C(C1CCC2OP(=O)(O)O)CCC4=C3C=CC(=C4)OC(=O)N(CCCl)CCCl.[Na+]. Cell line: OVCAR-8. Synergy scores: CSS=26.6, Synergy_ZIP=-9.56, Synergy_Bliss=-4.28, Synergy_Loewe=-35.9, Synergy_HSA=-2.50. Drug 1: C1CCC(C(C1)N)N.C(=O)(C(=O)[O-])[O-].[Pt+4].